This data is from Reaction yield outcomes from USPTO patents with 853,638 reactions. The task is: Predict the reaction yield, written as a fraction of the theoretical maximum amount of product (1.0 means a 100% yield; for example, 0.34 means a 34% yield). (1) The reactants are [CH2:1]([O:8][C:9]([NH:11][C:12]([NH2:14])=[NH:13])=[O:10])[C:2]1[CH:7]=[CH:6][CH:5]=[CH:4][CH:3]=1.C(N(C(C)C)CC)(C)C.Br[CH2:25][C:26](=O)[CH2:27][CH3:28]. The catalyst is C(OCC)(=O)C. The product is [NH2:13][C:12]1[N:11]([C:9]([O:8][CH2:1][C:2]2[CH:3]=[CH:4][CH:5]=[CH:6][CH:7]=2)=[O:10])[CH:25]=[C:26]([CH2:27][CH3:28])[N:14]=1. The yield is 0.330. (2) The reactants are [CH3:1][O:2][C:3](=[O:13])[C:4]1[CH:9]=[C:8]([CH2:10]O)[CH:7]=[C:6]([F:12])[CH:5]=1. The catalyst is [Pd].C(O)C. The product is [CH3:1][O:2][C:3](=[O:13])[C:4]1[CH:9]=[C:8]([CH3:10])[CH:7]=[C:6]([F:12])[CH:5]=1. The yield is 0.870. (3) The reactants are Cl[C:2]1[CH:7]=[CH:6][N:5]=[C:4]([C:8]([O:10][CH2:11][CH3:12])=[O:9])[CH:3]=1.[F:13][C:14]1[CH:15]=[C:16]([OH:23])[CH:17]=[CH:18][C:19]=1[N+:20]([O-:22])=[O:21].ClC1C=CC=CC=1.C(=O)([O-])O.[Na+]. The catalyst is C(OCC)(=O)C. The product is [F:13][C:14]1[CH:15]=[C:16]([CH:17]=[CH:18][C:19]=1[N+:20]([O-:22])=[O:21])[O:23][C:2]1[CH:7]=[CH:6][N:5]=[C:4]([C:8]([O:10][CH2:11][CH3:12])=[O:9])[CH:3]=1. The yield is 0.402. (4) The reactants are FC(F)(F)S([O:6][Si:7]([CH:14]([CH3:16])[CH3:15])([CH:11]([CH3:13])[CH3:12])[CH:8]([CH3:10])[CH3:9])(=O)=O.[CH3:19][O:20][C:21]([C@:23]1([CH2:29]O)[CH2:27][CH2:26][CH2:25][N:24]1[CH3:28])=[O:22].CCN(CC)CC. The catalyst is C(Cl)Cl. The product is [CH3:19][O:20][C:21]([C@:23]1([CH2:29][O:6][Si:7]([CH:14]([CH3:16])[CH3:15])([CH:11]([CH3:13])[CH3:12])[CH:8]([CH3:10])[CH3:9])[CH2:27][CH2:26][CH2:25][N:24]1[CH3:28])=[O:22]. The yield is 0.650.